Task: Predict the product of the given reaction.. Dataset: Forward reaction prediction with 1.9M reactions from USPTO patents (1976-2016) (1) The product is: [C:10]1([CH3:2])[CH:5]=[CH:6][CH:7]=[C:8]([N:11]=[C:12]=[O:13])[CH:9]=1. Given the reactants O=[C:2]1[C:10]2[C:5](=[CH:6][CH:7]=[C:8]([NH:11][C:12](NC3C=C(C)C=CC=3)=[O:13])[CH:9]=2)N(CCC)N1.C(N1C2C(=CC([N+]([O-])=O)=CC=2)C(=O)N1)C=C, predict the reaction product. (2) Given the reactants [CH2:1]([NH2+:3][CH2:4][CH3:5])[CH3:2].[C:6]1([CH3:15])[CH:11]=[CH:10][CH:9]=[C:8]([C:12]([O-:14])=O)[CH:7]=1, predict the reaction product. The product is: [CH2:1]([N:3]([CH2:4][CH3:5])[C:12]([C:8]1[CH:7]=[C:6]([CH3:15])[CH:11]=[CH:10][CH:9]=1)=[O:14])[CH3:2]. (3) The product is: [C:9]1([C:15]#[C:16][C:5]2[CH:6]=[CH:7][C:2]([NH2:1])=[N:3][CH:4]=2)[CH:14]=[CH:13][CH:12]=[CH:11][CH:10]=1. Given the reactants [NH2:1][C:2]1[CH:7]=[CH:6][C:5](I)=[CH:4][N:3]=1.[C:9]1([C:15]#[CH:16])[CH:14]=[CH:13][CH:12]=[CH:11][CH:10]=1.C(N(CC)CC)C, predict the reaction product. (4) Given the reactants C([N:5]1[C:13]([C:14]([F:17])([F:16])[F:15])=[CH:12][CH:11]=[C:7]([C:8]([OH:10])=O)[CH:6]1[CH3:18])(C)(C)C.[C:19]([NH2:23])([CH3:22])([CH3:21])[CH3:20].C(N(CC)CC)C.[Cl-].[NH4+], predict the reaction product. The product is: [C:19]([NH:23][C:8](=[O:10])[C:7]1[CH:11]=[CH:12][C:13]([C:14]([F:15])([F:16])[F:17])=[N:5][C:6]=1[CH3:18])([CH3:22])([CH3:21])[CH3:20]. (5) The product is: [CH3:44][C:45]1[CH:46]=[C:47]([NH:48][C:19]([C:14]2[CH:15]=[C:16]3[C:11](=[CH:12][CH:13]=2)[C:10](=[O:22])[N:9]([C:3]2[C:2]([Cl:1])=[CH:7][CH:6]=[CH:5][C:4]=2[Cl:8])[C:17]3=[O:18])=[O:20])[CH:49]=[CH:50][C:51]=1[CH3:52]. Given the reactants [Cl:1][C:2]1[CH:7]=[CH:6][CH:5]=[C:4]([Cl:8])[C:3]=1[N:9]1[C:17](=[O:18])[C:16]2[C:11](=[CH:12][CH:13]=[C:14]([C:19](O)=[O:20])[CH:15]=2)[C:10]1=[O:22].CCN=C=NCCCN(C)C.C1C=CC2N(O)N=NC=2C=1.[CH3:44][C:45]1[CH:46]=[C:47]([CH:49]=[CH:50][C:51]=1[CH3:52])[NH2:48], predict the reaction product. (6) Given the reactants [Br:1][C:2]1[CH:3]=[C:4]([CH:7]=[CH:8][C:9]=1[CH:10]=[O:11])[C:5]#[N:6].[BH4-].[Na+], predict the reaction product. The product is: [Br:1][C:2]1[CH:3]=[C:4]([CH:7]=[CH:8][C:9]=1[CH2:10][OH:11])[C:5]#[N:6]. (7) Given the reactants [O:1]1[C:6]2[CH:7]=[CH:8][CH:9]=[CH:10][C:5]=2[O:4][CH2:3][C@@H:2]1[C:11]([N:13]1[CH2:18][CH2:17][CH2:16][C@@H:15]([C:19]2[CH:24]=[CH:23][C:22]([C:25]([F:28])([F:27])[F:26])=[CH:21][CH:20]=2)[CH2:14]1)=O, predict the reaction product. The product is: [O:1]1[C:6]2[CH:7]=[CH:8][CH:9]=[CH:10][C:5]=2[O:4][CH2:3][C@@H:2]1[CH2:11][N:13]1[CH2:18][CH2:17][CH2:16][C@@H:15]([C:19]2[CH:20]=[CH:21][C:22]([C:25]([F:27])([F:26])[F:28])=[CH:23][CH:24]=2)[CH2:14]1. (8) The product is: [F:1][C:2]1[CH:7]=[CH:6][CH:5]=[CH:4][C:3]=1[N:8]1[C:12]([C:13]2[CH:18]=[CH:17][N:16]=[CH:15][CH:14]=2)=[C:11]([C:19]2[O:23][N:22]=[C:21]([C:24]3[CH:31]=[CH:30][C:27]([CH2:28][N:33]([CH3:32])[CH2:34][C:35]([OH:37])=[O:36])=[CH:26][CH:25]=3)[N:20]=2)[N:10]=[N:9]1. Given the reactants [F:1][C:2]1[CH:7]=[CH:6][CH:5]=[CH:4][C:3]=1[N:8]1[C:12]([C:13]2[CH:18]=[CH:17][N:16]=[CH:15][CH:14]=2)=[C:11]([C:19]2[O:23][N:22]=[C:21]([C:24]3[CH:31]=[CH:30][C:27]([CH:28]=O)=[CH:26][CH:25]=3)[N:20]=2)[N:10]=[N:9]1.[CH3:32][NH:33][CH2:34][C:35]([OH:37])=[O:36], predict the reaction product. (9) Given the reactants CO[C:3](=[O:12])[C:4]1[CH:9]=[C:8](Br)[C:7](Cl)=[N:6][CH:5]=1.Cl.[CH:14]1([CH2:17][NH:18][CH3:19])[CH2:16][CH2:15]1.[Cl:20][C:21]1[CH:26]=[CH:25][C:24](B(O)O)=[CH:23][CH:22]=1.Cl.[NH2:31][CH2:32][C@H:33]1[CH2:38][CH2:37][CH2:36][CH2:35][C@H:34]1[OH:39], predict the reaction product. The product is: [Cl:20][C:21]1[CH:26]=[CH:25][C:24]([C:8]2[C:7]([N:18]([CH2:17][CH:14]3[CH2:16][CH2:15]3)[CH3:19])=[N:6][CH:5]=[C:4]([CH:9]=2)[C:3]([NH:31][CH2:32][CH:33]2[CH2:38][CH2:37][CH2:36][CH2:35][CH:34]2[OH:39])=[O:12])=[CH:23][CH:22]=1.